Dataset: Forward reaction prediction with 1.9M reactions from USPTO patents (1976-2016). Task: Predict the product of the given reaction. The product is: [F:16][C:15]1[C:2]([NH:1][CH2:17][CH2:18][CH3:19])=[C:3]([CH:12]=[CH:13][CH:14]=1)[C:4]([NH:6][C:7]([CH3:11])([C:9]#[CH:10])[CH3:8])=[O:5]. Given the reactants [NH2:1][C:2]1[C:15]([F:16])=[CH:14][CH:13]=[CH:12][C:3]=1[C:4]([NH:6][C:7]([CH3:11])([C:9]#[CH:10])[CH3:8])=[O:5].[CH:17](=O)[CH2:18][CH3:19].C(O)(=O)C.C(O[BH-](OC(=O)C)OC(=O)C)(=O)C.[Na+].C([O-])(O)=O.[Na+], predict the reaction product.